This data is from Forward reaction prediction with 1.9M reactions from USPTO patents (1976-2016). The task is: Predict the product of the given reaction. (1) Given the reactants Br[C:2]1[CH:3]=[C:4]([S:8]([NH:11][C:12]2[CH:21]=[CH:20][C:15]([C:16]([O:18][CH3:19])=[O:17])=[C:14]([OH:22])[CH:13]=2)(=[O:10])=[O:9])[S:5][C:6]=1[Cl:7].[N:23]1[CH:28]=[CH:27][CH:26]=[C:25](B(O)O)[CH:24]=1, predict the reaction product. The product is: [Cl:7][C:6]1[S:5][C:4]([S:8]([NH:11][C:12]2[CH:21]=[CH:20][C:15]([C:16]([O:18][CH3:19])=[O:17])=[C:14]([OH:22])[CH:13]=2)(=[O:10])=[O:9])=[CH:3][C:2]=1[C:25]1[CH:24]=[N:23][CH:28]=[CH:27][CH:26]=1. (2) Given the reactants [CH2:1]([O:3][C:4]([C:6]1[C:10]([CH3:11])=[C:9]([C:12]2[CH:17]=[CH:16][C:15](Br)=[CH:14][CH:13]=2)[N:8]([C:19]2[CH:24]=[CH:23][CH:22]=[CH:21][C:20]=2[Cl:25])[N:7]=1)=[O:5])[CH3:2].CC(C)([O-])C.[K+].C([Si](C(C)C)(C(C)C)S)(C)C.[N+:43]([O-])([O-])=O.[K+].[S:48](Cl)(Cl)(=[O:50])=[O:49].C(=O)([O-])[O-].[Na+].[Na+], predict the reaction product. The product is: [CH2:1]([O:3][C:4]([C:6]1[C:10]([CH3:11])=[C:9]([C:12]2[CH:17]=[CH:16][C:15]([S:48](=[O:50])(=[O:49])[NH2:43])=[CH:14][CH:13]=2)[N:8]([C:19]2[CH:24]=[CH:23][CH:22]=[CH:21][C:20]=2[Cl:25])[N:7]=1)=[O:5])[CH3:2]. (3) Given the reactants [F:1][C:2]([F:9])([F:8])[CH2:3][O:4][CH2:5][CH2:6][OH:7].C(N(CC)CC)C.[C:17]1([CH3:27])[CH:22]=[CH:21][C:20]([S:23](Cl)(=[O:25])=[O:24])=[CH:19][CH:18]=1.O, predict the reaction product. The product is: [C:17]1([CH3:27])[CH:22]=[CH:21][C:20]([S:23]([O:7][CH2:6][CH2:5][O:4][CH2:3][C:2]([F:9])([F:8])[F:1])(=[O:25])=[O:24])=[CH:19][CH:18]=1. (4) The product is: [Cl:20][C:14]1[CH:13]=[C:12]([CH3:17])[N:11]=[C:10](/[CH:9]=[CH:8]/[C:4]2[CH:5]=[CH:6][CH:7]=[C:2]([Cl:1])[CH:3]=2)[N:15]=1. Given the reactants [Cl:1][C:2]1[CH:3]=[C:4](/[CH:8]=[CH:9]/[C:10]2[N:15]=[C:14](O)[CH:13]=[C:12]([CH3:17])[N:11]=2)[CH:5]=[CH:6][CH:7]=1.O=P(Cl)(Cl)[Cl:20], predict the reaction product. (5) The product is: [F:1][C:2]1[CH:7]=[CH:6][C:5]([F:8])=[CH:4][C:3]=1[CH2:9][CH:10]([NH:12][C:14]1[CH:19]=[CH:18][NH:17][C:16](=[O:20])[C:15]=1[C:21]1[NH:22][C:23]2=[CH:31][C:30]3[C:29](=[O:32])[N:28]([CH:33]([CH3:35])[CH3:34])[C:27](=[O:36])[C:26]=3[CH:25]=[C:24]2[N:37]=1)[CH3:11]. Given the reactants [F:1][C:2]1[CH:7]=[CH:6][C:5]([F:8])=[CH:4][C:3]=1[CH2:9][CH:10]([NH2:12])[CH3:11].Cl[C:14]1[CH:19]=[CH:18][NH:17][C:16](=[O:20])[C:15]=1[C:21]1[NH:37][C:24]2=[CH:25][C:26]3[C:27](=[O:36])[N:28]([CH:33]([CH3:35])[CH3:34])[C:29](=[O:32])[C:30]=3[CH:31]=[C:23]2[N:22]=1, predict the reaction product. (6) Given the reactants [OH:1][CH:2]([C@@H:24]([CH3:30])[CH2:25][C:26]#[C:27][CH2:28][CH3:29])/[CH:3]=[CH:4]/[C@H:5]1[CH2:9][CH2:8][C:7](=[O:10])[N:6]1[CH2:11][CH2:12][C:13]1[CH:23]=[CH:22][C:16]([C:17]([O:19][CH2:20][CH3:21])=[O:18])=[CH:15][CH:14]=1.C([C@H]1CCC(=O)N1CCC1C=CC(C(OC)=O)=CC=1)=O.C[C@@H](CC#CCC)C(=O)CP(=O)(OC)OC, predict the reaction product. The product is: [OH:1][C@@H:2]([C@@H:24]([CH3:30])[CH2:25][C:26]#[C:27][CH2:28][CH3:29])/[CH:3]=[CH:4]/[C@H:5]1[CH2:9][CH2:8][C:7](=[O:10])[N:6]1[CH2:11][CH2:12][C:13]1[CH:14]=[CH:15][C:16]([C:17]([O:19][CH2:20][CH3:21])=[O:18])=[CH:22][CH:23]=1.[OH:1][C@H:2]([C@@H:24]([CH3:30])[CH2:25][C:26]#[C:27][CH2:28][CH3:29])/[CH:3]=[CH:4]/[C@H:5]1[CH2:9][CH2:8][C:7](=[O:10])[N:6]1[CH2:11][CH2:12][C:13]1[CH:14]=[CH:15][C:16]([C:17]([O:19][CH2:20][CH3:21])=[O:18])=[CH:22][CH:23]=1.